This data is from Catalyst prediction with 721,799 reactions and 888 catalyst types from USPTO. The task is: Predict which catalyst facilitates the given reaction. (1) The catalyst class is: 3. Reactant: CN(C(ON1N=NC2C=CC=CC1=2)=[N+](C)C)C.F[P-](F)(F)(F)(F)F.[CH3:25][C:26]1[CH:31]=[C:30]([C:32]([N:34]2[CH2:43][C:42]3[CH:41]=[N:40][N:39]([CH3:44])[C:38]=3[NH:37][C:36]3[CH:45]=[CH:46][CH:47]=[CH:48][C:35]2=3)=[O:33])[CH:29]=[CH:28][C:27]=1[CH2:49][CH2:50][CH2:51][CH2:52][C:53]([OH:55])=O.Cl.Cl.[CH3:58][C:59]([CH3:69])([CH3:68])[CH2:60][CH2:61][N:62]1[CH2:67][CH2:66][NH:65][CH2:64][CH2:63]1.CCN(C(C)C)C(C)C. Product: [CH3:58][C:59]([CH3:69])([CH3:68])[CH2:60][CH2:61][N:62]1[CH2:63][CH2:64][N:65]([C:53](=[O:55])[CH2:52][CH2:51][CH2:50][CH2:49][C:27]2[CH:28]=[CH:29][C:30]([C:32]([N:34]3[CH2:43][C:42]4[CH:41]=[N:40][N:39]([CH3:44])[C:38]=4[NH:37][C:36]4[CH:45]=[CH:46][CH:47]=[CH:48][C:35]3=4)=[O:33])=[CH:31][C:26]=2[CH3:25])[CH2:66][CH2:67]1. (2) Reactant: [CH:1]1([CH2:6][C@H:7]([CH2:11][N:12]([CH:21]=[O:22])[O:13][CH2:14][C:15]2[CH:20]=[CH:19][CH:18]=[CH:17][CH:16]=2)[C:8]([OH:10])=O)[CH2:5][CH2:4][CH2:3][CH2:2]1.[Cl:23][C:24]1[NH:25][C:26]([NH:33][CH2:34][C:35]([CH3:43])([N:37]2[CH2:42][CH2:41][O:40][CH2:39][CH2:38]2)[CH3:36])=[C:27]([F:32])[C:28](=[N:30][NH2:31])[N:29]=1.CN1CCOCC1.C1C=NC2N(O)N=NC=2C=1.C(Cl)CCl. Product: [Cl:23][C:24]1[N:29]=[C:28]([NH:30][NH:31][C:8](=[O:10])[C@H:7]([CH2:6][CH:1]2[CH2:2][CH2:3][CH2:4][CH2:5]2)[CH2:11][N:12]([O:13][CH2:14][C:15]2[CH:20]=[CH:19][CH:18]=[CH:17][CH:16]=2)[CH:21]=[O:22])[C:27]([F:32])=[C:26]([NH:33][CH2:34][C:35]([CH3:43])([N:37]2[CH2:42][CH2:41][O:40][CH2:39][CH2:38]2)[CH3:36])[N:25]=1. The catalyst class is: 3. (3) Reactant: Br[C:2]1[CH:3]=[C:4]([N+:16]([O-:18])=[O:17])[C:5]([NH2:15])=[N:6][C:7]=1[C:8]1[CH:13]=[CH:12][CH:11]=[C:10]([F:14])[CH:9]=1.CC1(C)C(C)(C)OB([C:27]2[CH:32]=[CH:31][N:30]=[CH:29][CH:28]=2)O1.C(=O)([O-])[O-].[Cs+].[Cs+]. Product: [F:14][C:10]1[CH:9]=[C:8]([C:7]2[C:2]([C:27]3[CH:32]=[CH:31][N:30]=[CH:29][CH:28]=3)=[CH:3][C:4]([N+:16]([O-:18])=[O:17])=[C:5]([NH2:15])[N:6]=2)[CH:13]=[CH:12][CH:11]=1. The catalyst class is: 12. (4) Reactant: [CH:1]1([NH:6][C:7]2[N:16]=[CH:15][C:14]3[CH2:13][CH2:12][C:11]4[C:17]([C:21]([O-])=[O:22])=[N:18][N:19]([CH3:20])[C:10]=4[C:9]=3[N:8]=2)[CH2:5][CH2:4][CH2:3][CH2:2]1.[K+].C([N:27](C(C)C)C(C)C)C.N1(C([O-])=O)C2C=CC=CC=2N=N1.[NH4+]. Product: [CH:1]1([NH:6][C:7]2[N:16]=[CH:15][C:14]3[CH2:13][CH2:12][C:11]4[C:17]([C:21]([NH2:27])=[O:22])=[N:18][N:19]([CH3:20])[C:10]=4[C:9]=3[N:8]=2)[CH2:2][CH2:3][CH2:4][CH2:5]1. The catalyst class is: 782. (5) Reactant: [NH2:1][C:2]1[N:3]=[C:4]([OH:17])[C:5]2[CH2:12][CH2:11][CH2:10][C:9]3[CH:13]=[CH:14][CH:15]=[CH:16][C:8]=3[C:6]=2[N:7]=1.[S:18](Cl)([C:21]1[CH:27]=[CH:26][C:24]([CH3:25])=[CH:23][CH:22]=1)(=[O:20])=[O:19].C(N(CC)CC)C. Product: [CH3:25][C:24]1[CH:26]=[CH:27][C:21]([S:18]([O:17][C:4]2[C:5]3[CH2:12][CH2:11][CH2:10][C:9]4[CH:13]=[CH:14][CH:15]=[CH:16][C:8]=4[C:6]=3[N:7]=[C:2]([NH2:1])[N:3]=2)(=[O:20])=[O:19])=[CH:22][CH:23]=1. The catalyst class is: 172.